This data is from Full USPTO retrosynthesis dataset with 1.9M reactions from patents (1976-2016). The task is: Predict the reactants needed to synthesize the given product. (1) Given the product [C:1]12([C:11]3[CH:20]=[CH:19][C:14]([CH2:15][OH:16])=[CH:13][C:12]=3[O:21][CH:22]([CH3:24])[CH3:23])[CH2:2][CH:3]3[CH2:9][CH:7]([CH2:6][CH:5]([CH2:4]3)[CH2:10]1)[CH2:8]2, predict the reactants needed to synthesize it. The reactants are: [C:1]12([C:11]3[CH:20]=[CH:19][C:14]([C:15](OC)=[O:16])=[CH:13][C:12]=3[O:21][CH:22]([CH3:24])[CH3:23])[CH2:10][CH:5]3[CH2:6][CH:7]([CH2:9][CH:3]([CH2:4]3)[CH2:2]1)[CH2:8]2.C12(C3C=C(/C=C/[N+]([O-])=O)C=CC=3OC(C)C)CC3CC(CC(C3)C1)C2. (2) The reactants are: [Cl:1][C:2]1[CH:3]=[C:4]([C:27]([C:29]2[CH:34]=[C:33]([Cl:35])[C:32]([OH:36])=[CH:31][C:30]=2[O:37]C)=[O:28])[N:5]([C:8]2[C:12]([Cl:13])=[C:11]([Cl:14])[NH:10][C:9]=2[C:15]([C:17]2[CH:22]=[C:21]([Cl:23])[C:20]([OH:24])=[CH:19][C:18]=2[O:25]C)=[O:16])[C:6]=1[Cl:7].B(Br)(Br)Br. Given the product [Cl:1][C:2]1[CH:3]=[C:4]([C:27]([C:29]2[CH:34]=[C:33]([Cl:35])[C:32]([OH:36])=[CH:31][C:30]=2[OH:37])=[O:28])[N:5]([C:8]2[C:12]([Cl:13])=[C:11]([Cl:14])[NH:10][C:9]=2[C:15]([C:17]2[CH:22]=[C:21]([Cl:23])[C:20]([OH:24])=[CH:19][C:18]=2[OH:25])=[O:16])[C:6]=1[Cl:7], predict the reactants needed to synthesize it. (3) Given the product [ClH:3].[ClH:1].[Cl:3][C:4]1[CH:5]=[CH:6][C:7]([C@H:10]2[NH:11][CH2:12][CH2:13][N:14]([CH2:16][C:17]3[CH:18]=[CH:19][CH:20]=[CH:21][CH:22]=3)[CH2:15]2)=[CH:8][CH:9]=1, predict the reactants needed to synthesize it. The reactants are: [ClH:1].Cl.[Cl:3][C:4]1[CH:9]=[CH:8][C:7]([C@@H:10]2[CH2:15][N:14]([CH2:16][C:17]3[CH:22]=[CH:21][CH:20]=[CH:19][CH:18]=3)[CH2:13][CH2:12][N:11]2CC=C)=[CH:6][CH:5]=1.[OH-].[Na+]. (4) Given the product [CH2:7]([O:6][C:4](=[O:5])[CH2:3][O:19][C:10]([CH3:18])([CH3:9])[CH2:11][C:12]1[CH:17]=[CH:16][CH:15]=[CH:14][CH:13]=1)[CH3:8], predict the reactants needed to synthesize it. The reactants are: [N+](=[CH:3][C:4]([O:6][CH2:7][CH3:8])=[O:5])=[N-].[CH3:9][C:10]([OH:19])([CH3:18])[CH2:11][C:12]1[CH:17]=[CH:16][CH:15]=[CH:14][CH:13]=1.